From a dataset of Peptide-MHC class I binding affinity with 185,985 pairs from IEDB/IMGT. Regression. Given a peptide amino acid sequence and an MHC pseudo amino acid sequence, predict their binding affinity value. This is MHC class I binding data. (1) The peptide sequence is FLRRRRAAL. The MHC is HLA-B08:01 with pseudo-sequence HLA-B08:01. The binding affinity (normalized) is 0.936. (2) The peptide sequence is KTFPPTEPKK. The MHC is HLA-A33:01 with pseudo-sequence HLA-A33:01. The binding affinity (normalized) is 0.0420. (3) The peptide sequence is QFKSVEFDMS. The MHC is H-2-Db with pseudo-sequence H-2-Db. The binding affinity (normalized) is 0.189. (4) The peptide sequence is LESSNERSSCI. The MHC is Mamu-B17 with pseudo-sequence Mamu-B17. The binding affinity (normalized) is 0.0544. (5) The peptide sequence is LLLIMGQLTW. The MHC is HLA-B53:01 with pseudo-sequence HLA-B53:01. The binding affinity (normalized) is 0.131. (6) The peptide sequence is LRLIHLLHQT. The MHC is Mamu-B03 with pseudo-sequence Mamu-B03. The binding affinity (normalized) is 0.172. (7) The peptide sequence is WLGWGHAWV. The MHC is HLA-A26:01 with pseudo-sequence HLA-A26:01. The binding affinity (normalized) is 0.0847.